From a dataset of Full USPTO retrosynthesis dataset with 1.9M reactions from patents (1976-2016). Predict the reactants needed to synthesize the given product. (1) Given the product [F:1][C:2]1[CH:26]=[CH:25][CH:24]=[CH:23][C:3]=1[CH2:4][N:5]1[C:13]2[C:8](=[CH:9][CH:10]=[CH:11][CH:12]=2)[C:7]([C:14]2[N:19]=[C:18]([NH:20][C:28]3[CH:33]=[CH:32][N:31]=[CH:30][C:29]=3[C:34]#[N:35])[C:17]([O:21][CH3:22])=[CH:16][N:15]=2)=[N:6]1, predict the reactants needed to synthesize it. The reactants are: [F:1][C:2]1[CH:26]=[CH:25][CH:24]=[CH:23][C:3]=1[CH2:4][N:5]1[C:13]2[C:8](=[CH:9][CH:10]=[CH:11][CH:12]=2)[C:7]([C:14]2[N:19]=[C:18]([NH2:20])[C:17]([O:21][CH3:22])=[CH:16][N:15]=2)=[N:6]1.Br[C:28]1[CH:33]=[CH:32][N:31]=[CH:30][C:29]=1[C:34]#[N:35].C1(C2C3C(=CC=CC=3)C=CC=2P(C2C=CC=CC=2)C2C=CC=CC=2)C2C(=CC=CC=2)C=CC=1P(C1C=CC=CC=1)C1C=CC=CC=1.CC([O-])(C)C.[Na+]. (2) The reactants are: [Br:1][CH2:2][CH2:3][OH:4].B(F)(F)F.CCOCC.[Cl:14][CH2:15][C@H:16]1[CH2:18][O:17]1. Given the product [Br:1][CH2:2][CH2:3][O:4][CH2:18][C@@H:16]([OH:17])[CH2:15][Cl:14], predict the reactants needed to synthesize it. (3) Given the product [CH2:1]([O:3][C:4](=[O:28])[CH2:5][C:6]1[CH:11]=[CH:10][C:9]([O:12][CH3:13])=[C:8]([O:14][C:15]2[CH:20]=[CH:19][C:18]([NH:21][C:29](=[O:34])[C:30]([CH3:33])([CH3:32])[CH3:31])=[CH:17][C:16]=2[CH2:22][S:23][C:24]([CH3:27])([CH3:26])[CH3:25])[CH:7]=1)[CH3:2], predict the reactants needed to synthesize it. The reactants are: [CH2:1]([O:3][C:4](=[O:28])[CH2:5][C:6]1[CH:11]=[CH:10][C:9]([O:12][CH3:13])=[C:8]([O:14][C:15]2[CH:20]=[CH:19][C:18]([NH2:21])=[CH:17][C:16]=2[CH2:22][S:23][C:24]([CH3:27])([CH3:26])[CH3:25])[CH:7]=1)[CH3:2].[C:29](Cl)(=[O:34])[C:30]([CH3:33])([CH3:32])[CH3:31]. (4) Given the product [NH2:58][C:50]([C:48]1[O:49][C:45]2[CH:44]=[C:43]([Cl:42])[C:67]([C:68]3[N:72]=[C:71]([C:73]4[CH:74]=[CH:75][C:76]([CH2:79][CH2:80][CH3:81])=[CH:77][CH:78]=4)[O:70][N:69]=3)=[CH:66][C:46]=2[CH:47]=1)([CH2:51][OH:52])[CH2:55][OH:54], predict the reactants needed to synthesize it. The reactants are: ClC1C=C(C2ON=C(C3C=CC4OC(C5(NC(=O)OC(C)(C)C)COC(C)(C)OC5)=CC=4C=3)N=2)C=CC=1OCCC.[Cl:42][C:43]1[C:67]([C:68]2[N:72]=[C:71]([C:73]3[CH:78]=[CH:77][C:76]([CH2:79][CH2:80][CH3:81])=[CH:75][CH:74]=3)[O:70][N:69]=2)=[CH:66][C:46]2[CH:47]=[C:48]([C:50]3([NH:58]C(=O)OC(C)(C)C)[CH2:55][O:54]C(C)(C)[O:52][CH2:51]3)[O:49][C:45]=2[CH:44]=1. (5) Given the product [CH2:28]([C@:15]12[CH2:10][CH2:11][C@:12]([C:38]([F:41])([F:40])[F:39])([OH:35])[CH:13]=[C:14]1[CH2:27][CH2:26][CH2:25][C:17]1[C:16]2=[CH:24][C:23]2[CH:22]=[N:21][N:20]([C:57]3[CH:58]=[CH:59][C:60]([F:1])=[CH:67][CH:65]=3)[C:19]=2[CH:18]=1)[CH3:29].[CH2:28]([C@@:15]12[CH2:10][CH2:11][C@@:12]([C:38]([F:41])([F:40])[F:39])([OH:35])[CH:13]=[C:14]1[CH2:27][CH2:26][CH2:25][C:17]1[C:16]2=[CH:24][C:23]2[CH:22]=[N:21][N:20]([C:67]3[CH:65]=[CH:47][C:46]([F:1])=[CH:45][CH:44]=3)[C:19]=2[CH:18]=1)[CH3:29], predict the reactants needed to synthesize it. The reactants are: [F-:1].[Cs+].FC1C=CC([CH:10]2[C:15]3([CH2:28][C:29]4C=CC=CN=4)[C:16]4[CH:24]=[C:23]5[C:19]([NH:20][N:21]=[CH:22]5)=[CH:18][C:17]=4[CH2:25][CH2:26][CH2:27][C:14]3=[CH:13][C:12](=[O:35])[CH2:11]2)=CC=1.C[Si](C)(C)[C:38]([F:41])([F:40])[F:39].[CH3:44][CH2:45][CH2:46][CH2:47][N+]([CH2:57][CH2:58][CH2:59][CH3:60])([CH2:57][CH2:58][CH2:59][CH3:60])[CH2:44][CH2:45][CH2:46][CH3:47].[F-].CCO[C:65]([CH3:67])=O.